Dataset: Full USPTO retrosynthesis dataset with 1.9M reactions from patents (1976-2016). Task: Predict the reactants needed to synthesize the given product. (1) Given the product [F:40][C:2]([F:1])([F:41])[C:3]1[CH:4]=[C:5]([CH:33]=[C:34]([C:36]([F:39])([F:38])[F:37])[CH:35]=1)[CH2:6][N:7]([CH2:14][C:15]1[C:16]([N:24]([CH2:27][CH:28]2[CH2:32][CH2:31][CH2:30][CH2:29]2)[CH2:25][CH3:26])=[N:17][CH:18]=[C:19]([NH2:21])[CH:20]=1)[C:8]1[N:9]=[N:10][N:11]([CH3:13])[N:12]=1, predict the reactants needed to synthesize it. The reactants are: [F:1][C:2]([F:41])([F:40])[C:3]1[CH:4]=[C:5]([CH:33]=[C:34]([C:36]([F:39])([F:38])[F:37])[CH:35]=1)[CH2:6][N:7]([CH2:14][C:15]1[C:16]([N:24]([CH2:27][CH:28]2[CH2:32][CH2:31][CH2:30][CH2:29]2)[CH2:25][CH3:26])=[N:17][CH:18]=[C:19]([N+:21]([O-])=O)[CH:20]=1)[C:8]1[N:9]=[N:10][N:11]([CH3:13])[N:12]=1.C(N)CN.[C]. (2) Given the product [CH:1]1([N:4]([CH:9]2[CH2:14][CH2:13][N:12]([C:26](=[O:27])[CH:25]([NH:24][C:23]([NH:22][CH2:21][CH2:20][C:18]3[N:17]=[CH:16][NH:15][CH:19]=3)=[O:38])[CH2:29][C:30]3[CH:31]=[CH:32][C:33]([O:36][CH3:37])=[CH:34][CH:35]=3)[CH2:11][CH2:10]2)[C:5](=[O:8])[CH2:6][CH3:7])[CH2:3][CH2:2]1, predict the reactants needed to synthesize it. The reactants are: [CH:1]1([N:4]([CH:9]2[CH2:14][CH2:13][NH:12][CH2:11][CH2:10]2)[C:5](=[O:8])[CH2:6][CH3:7])[CH2:3][CH2:2]1.[NH:15]1[CH:19]=[C:18]([CH2:20][CH2:21][NH:22][C:23](=[O:38])[NH:24][CH:25]([CH2:29][C:30]2[CH:35]=[CH:34][C:33]([O:36][CH3:37])=[CH:32][CH:31]=2)[C:26](O)=[O:27])[N:17]=[CH:16]1.C(Cl)CCl.C1C=CC2N(O)N=NC=2C=1. (3) Given the product [CH2:28]([O:6][C:5](=[O:7])[C:4]1[CH:8]=[CH:9][C:10]([O:11][CH3:12])=[C:2]([O:1][CH2:14][C:15]2[CH:19]=[C:18]([CH3:20])[O:17][N:16]=2)[CH:3]=1)[CH3:29], predict the reactants needed to synthesize it. The reactants are: [OH:1][C:2]1[CH:3]=[C:4]([CH:8]=[CH:9][C:10]=1[O:11][CH3:12])[C:5]([OH:7])=[O:6].Cl[CH2:14][C:15]1[CH:19]=[C:18]([CH3:20])[O:17][N:16]=1.C([O-])([O-])=O.[K+].[K+].N[C@H:28](C(O)=O)[CH2:29]C1C=C2C(C=CC=C2)=CC=1. (4) Given the product [Cl:17][C:18]1[CH:25]=[CH:24][C:21]([C:22]#[N:23])=[C:20]([O:15][C:13]2[CH:14]=[C:9]([CH2:8][OH:7])[CH:10]=[C:11]([OH:16])[CH:12]=2)[CH:19]=1, predict the reactants needed to synthesize it. The reactants are: C(=O)([O-])[O-].[Cs+].[Cs+].[OH:7][CH2:8][C:9]1[CH:10]=[C:11]([OH:16])[CH:12]=[C:13]([OH:15])[CH:14]=1.[Cl:17][C:18]1[CH:25]=[CH:24][C:21]([C:22]#[N:23])=[C:20](F)[CH:19]=1.Cl. (5) Given the product [Cl:32][C:20]1[N:19]=[C:18]2[C:23]([N:24]=[CH:25][N:17]2[C@@H:15]2[CH2:16][C@H:12]([NH:7][C:8](=[O:11])[CH2:9][CH3:10])[C@@H:13]([OH:34])[C@H:14]2[OH:33])=[C:22]([NH:26][CH:27]([CH2:28][CH3:29])[CH2:30][CH3:31])[N:21]=1, predict the reactants needed to synthesize it. The reactants are: C(OC(=O)[N:7]([C@H:12]1[CH2:16][C@@H:15]([N:17]2[CH:25]=[N:24][C:23]3[C:18]2=[N:19][C:20]([Cl:32])=[N:21][C:22]=3[NH:26][CH:27]([CH2:30][CH3:31])[CH2:28][CH3:29])[C@H:14]([OH:33])[C@@H:13]1[OH:34])[C:8](=[O:11])[CH2:9][CH3:10])(C)(C)C.C(O)(C(F)(F)F)=O. (6) Given the product [Br:73][CH2:2][C:25](=[O:27])[CH2:24][CH2:23][CH2:22][CH2:21][CH2:20][NH:19][C:17](=[O:18])[CH2:16][O:15][CH2:14][C:13]1[CH:12]=[CH:11][C:10]([F:9])=[CH:29][CH:28]=1, predict the reactants needed to synthesize it. The reactants are: Cl[C:2](N(C)C)=C(C)C.[F:9][C:10]1[CH:29]=[CH:28][C:13]([CH2:14][O:15][CH2:16][C:17]([NH:19][CH2:20][CH2:21][CH2:22][CH2:23][CH2:24][C:25]([OH:27])=O)=[O:18])=[CH:12][CH:11]=1.COC1C=C(C=CC=1OC)CCNC1C=CC=CC=1NC(=O)CCCCCNC(=O)COCC1C=CC(F)=CC=1.[N+](=C)=[N-].[BrH:73].C(O)(=O)C.